Dataset: Catalyst prediction with 721,799 reactions and 888 catalyst types from USPTO. Task: Predict which catalyst facilitates the given reaction. (1) Reactant: [CH3:1][N:2]([CH3:19])[C:3](/[CH:5]=[CH:6]/[C:7]1[CH:8]=[C:9](/[CH:12]=[CH:13]/[C:14]([O:16][CH2:17][CH3:18])=[O:15])[NH:10][CH:11]=1)=[O:4]. Product: [CH3:19][N:2]([CH3:1])[C:3]([CH2:5][CH2:6][C:7]1[CH:8]=[C:9]([CH2:12][CH2:13][C:14]([O:16][CH2:17][CH3:18])=[O:15])[NH:10][CH:11]=1)=[O:4]. The catalyst class is: 29. (2) Reactant: C(N1C=CN=C1)(N1C=CN=C1)=O.[C:13]([O:17][C:18]([NH:20][CH2:21][CH2:22][CH2:23][CH2:24][CH2:25][CH2:26][CH2:27][CH2:28][CH2:29][CH2:30][C:31]([OH:33])=O)=[O:19])([CH3:16])([CH3:15])[CH3:14].[C:34]([O:38][C:39]([N:41]1[CH2:46][CH2:45][NH:44][CH2:43][CH2:42]1)=[O:40])([CH3:37])([CH3:36])[CH3:35]. Product: [C:34]([O:38][C:39]([N:41]1[CH2:46][CH2:45][N:44]([C:31](=[O:33])[CH2:30][CH2:29][CH2:28][CH2:27][CH2:26][CH2:25][CH2:24][CH2:23][CH2:22][CH2:21][NH:20][C:18]([O:17][C:13]([CH3:14])([CH3:15])[CH3:16])=[O:19])[CH2:43][CH2:42]1)=[O:40])([CH3:37])([CH3:35])[CH3:36]. The catalyst class is: 7.